From a dataset of Forward reaction prediction with 1.9M reactions from USPTO patents (1976-2016). Predict the product of the given reaction. Given the reactants [NH2:1][C:2]1[CH:3]=[C:4]([NH:17][C:18](=[O:21])[O:19][CH3:20])[CH:5]=[CH:6][C:7]=1[NH:8][CH2:9][C@H:10]1[CH2:15][CH2:14][CH2:13][CH2:12][N:11]1[CH3:16].[CH3:22][C:23]([CH3:28])([CH3:27])[C:24](Cl)=O, predict the reaction product. The product is: [C:23]([C:28]1[N:8]([CH2:9][C@H:10]2[CH2:15][CH2:14][CH2:13][CH2:12][N:11]2[CH3:16])[C:7]2[CH:6]=[CH:5][C:4]([NH:17][C:18](=[O:21])[O:19][CH3:20])=[CH:3][C:2]=2[N:1]=1)([CH3:27])([CH3:24])[CH3:22].